Dataset: Experimentally validated miRNA-target interactions with 360,000+ pairs, plus equal number of negative samples. Task: Binary Classification. Given a miRNA mature sequence and a target amino acid sequence, predict their likelihood of interaction. (1) The miRNA is mmu-miR-124-3p with sequence UAAGGCACGCGGUGAAUGCC. The protein sequence of the target gene is MSKLARLEREEIMECQVMWEPDSKKDTQMDRFRAAVGTACGLALGNYNDLYHWSVRSYMDFWAEFWKFSGIVYSRMYDEVVDTSKGIADVPEWFRGSRLNYAENLLRHKENDRVALYVAREGREEIVKVTFEELRQQVALFAAAMRKMGVKKGDRVVGYLPNSAHAVEAMLAAASIGAIWSSTSPDFGVNGVLDRFSQIQPKLIFSVEAVVYNGKEHGHLEKLQRVVKGLPDLQRVVLIPYVLPREKIDISKIPNSVFLDDFLASGTGAQAPQLEFEQLPFSHPLFIMFSSGTTGAPKCM.... Result: 1 (interaction). (2) The miRNA is hsa-miR-370-3p with sequence GCCUGCUGGGGUGGAACCUGGU. The protein sequence of the target gene is MYCCSAQDSKMDYKRRFLLGGSKQKVQQHQQYPMPELGRALSAPLASTATTAPLGSLTAAGSCHHAMPHTTPIADIQQGISKYLDALNVFCRASTFLTDLFSTVFRNSHYSKAATQLKDVQEHVMEAASRLTSAIKPEIAKMLMELSAGAANFTDQKEFSLQDIEVLGRCFLTVVQVHFQFLTHALQKVQPVAHSCFAEVIVPEKKNSGSGGGLSGMGHTPEVEEAVRSWRGAAEATSRLRERGCDGCLAGIEVQQLFCSQSAAIPEHQLKELNIKIDSALQAYKIALESLGHCEYAMKA.... Result: 1 (interaction). (3) The miRNA is hsa-let-7d-3p with sequence CUAUACGACCUGCUGCCUUUCU. Result: 0 (no interaction). The protein sequence of the target gene is MQPPVPGPLGLLDPAEGLSRRKKTSLWFVGSLLLVSVLIVTVGLAATTRTENVTVGGYYPGIILGFGSFLGIIGINLVENRRQMLVAAIVFISFGVVAAFCCAIVDGVFAAQHIEPRPLTTGRCQFYSSGVGYLYDVYQTEVTCHSLDGKCQLKVRSNTCYCCDLYACGSAEPSPAYYEFIGVSGCQDVLHLYRLLWASAVLNVLGLFLGIITAAVLGAFKDMVPLSQLAYGPAVPPQTLYNPAQQILAYAGFRLTPEPVPTCSSYPLPLQPCSRFPVAPSSALASSEDLQPPSPSSSGS....